This data is from Forward reaction prediction with 1.9M reactions from USPTO patents (1976-2016). The task is: Predict the product of the given reaction. (1) Given the reactants [Li+].[BH4-].[CH3:3][N:4]1[C:8]2[CH:9]=[CH:10][CH:11]=[CH:12][C:7]=2[N:6]2[CH:13]=[C:14]([C:16](OCC)=[O:17])[N:15]=[C:5]12, predict the reaction product. The product is: [CH3:3][N:4]1[C:8]2[CH:9]=[CH:10][CH:11]=[CH:12][C:7]=2[N:6]2[CH:13]=[C:14]([CH:16]=[O:17])[N:15]=[C:5]12. (2) Given the reactants [H-].[Al+3].[Li+].[H-].[H-].[H-].[C:7]([O:11][C:12]([NH:14][C:15]1[CH:20]=[CH:19][CH:18]=[CH:17][C:16]=1[NH:21][C:22]([C:24]1[CH:29]=[CH:28][C:27]([C:30]2[C:38]([F:39])=[CH:37][C:33]([C:34](O)=[O:35])=[C:32](Cl)[N:31]=2)=[CH:26][CH:25]=1)=[O:23])=[O:13])([CH3:10])([CH3:9])[CH3:8].[OH-].[Na+].C(N(CC)CC)C, predict the reaction product. The product is: [F:39][C:38]1[C:30]([C:27]2[CH:26]=[CH:25][C:24]([C:22]([NH:21][C:16]3[CH:17]=[CH:18][CH:19]=[CH:20][C:15]=3[NH:14][C:12](=[O:13])[O:11][C:7]([CH3:9])([CH3:10])[CH3:8])=[O:23])=[CH:29][CH:28]=2)=[N:31][CH:32]=[C:33]([CH2:34][OH:35])[CH:37]=1. (3) The product is: [C:1]([O:5][C:6](=[O:20])[NH:7][CH2:8][CH2:9][N:10]1[C:18]2[C:17]([NH:25][C:24]3[CH:26]=[CH:27][C:28]([O:29][C:30]4[CH:35]=[CH:34][CH:33]=[C:32]([C:36]5[S:37][CH:38]=[C:39]([C:41]([F:43])([F:44])[F:42])[N:40]=5)[CH:31]=4)=[C:22]([Cl:21])[CH:23]=3)=[N:16][CH:15]=[N:14][C:13]=2[CH:12]=[CH:11]1)([CH3:4])([CH3:3])[CH3:2]. Given the reactants [C:1]([O:5][C:6](=[O:20])[NH:7][CH2:8][CH2:9][N:10]1[C:18]2[C:17](Cl)=[N:16][CH:15]=[N:14][C:13]=2[CH:12]=[CH:11]1)([CH3:4])([CH3:3])[CH3:2].[Cl:21][C:22]1[CH:23]=[C:24]([CH:26]=[CH:27][C:28]=1[O:29][C:30]1[CH:35]=[CH:34][CH:33]=[C:32]([C:36]2[S:37][CH:38]=[C:39]([C:41]([F:44])([F:43])[F:42])[N:40]=2)[CH:31]=1)[NH2:25].C(=O)(O)[O-].[Na+], predict the reaction product. (4) Given the reactants [CH3:1][CH:2]([C:4]1[N:9]=[C:8]([N:10]([S:12]([CH3:15])(=[O:14])=[O:13])[CH3:11])[N:7]=[C:6]([C:16]2[CH:17]=[CH:18][C:19]([F:22])=[CH:20][CH:21]=2)[C:5]=1/[CH:23]=[CH:24]/[C@@H:25]([OH:33])[CH2:26][C@@H:27]([OH:32])[CH2:28][C:29]([OH:31])=[O:30])[CH3:3].C([NH-])CCC.O.C(N)CCC, predict the reaction product. The product is: [CH3:3][CH:2]([C:4]1[N:9]=[C:8]([N:10]([S:12]([CH3:15])(=[O:13])=[O:14])[CH3:11])[N:7]=[C:6]([C:16]2[CH:21]=[CH:20][C:19]([F:22])=[CH:18][CH:17]=2)[C:5]=1/[CH:23]=[CH:24]/[C@@H:25]([OH:33])[CH2:26][C@@H:27]([OH:32])[CH2:28][C:29]([OH:31])=[O:30])[CH3:1]. (5) Given the reactants [O:1]1[CH2:6][CH:5]=[C:4]([C:7]2[CH:8]=[CH:9][C:10]([N:13]3[CH:17]=[CH:16][C:15]([CH:18]([C:20]4[CH:32]=[CH:31][C:23]5[N:24]([CH2:28][O:29][CH3:30])[C:25](=[O:27])[S:26][C:22]=5[CH:21]=4)[CH3:19])=[N:14]3)=[N:11][CH:12]=2)[CH2:3][CH2:2]1.[H][H], predict the reaction product. The product is: [CH3:30][O:29][CH2:28][N:24]1[C:23]2[CH:31]=[CH:32][C:20]([CH:18]([C:15]3[CH:16]=[CH:17][N:13]([C:10]4[CH:9]=[CH:8][C:7]([CH:4]5[CH2:5][CH2:6][O:1][CH2:2][CH2:3]5)=[CH:12][N:11]=4)[N:14]=3)[CH3:19])=[CH:21][C:22]=2[S:26][C:25]1=[O:27]. (6) Given the reactants [OH:1][CH2:2][CH2:3][CH2:4][C:5]1[CH:6]=[C:7]2[C:11](=[CH:12][CH:13]=1)[C:10](=[C:14]1[C:22]3[C:17](=[CH:18][CH:19]=[CH:20][CH:21]=3)[NH:16][C:15]1=[O:23])[O:9][CH2:8]2.C(N(CC)CC)C.[CH3:31][S:32](Cl)(=[O:34])=[O:33], predict the reaction product. The product is: [O:23]=[C:15]1[C:14](=[C:10]2[C:11]3[C:7](=[CH:6][C:5]([CH2:4][CH2:3][CH2:2][O:1][S:32]([CH3:31])(=[O:34])=[O:33])=[CH:13][CH:12]=3)[CH2:8][O:9]2)[C:22]2[C:17](=[CH:18][CH:19]=[CH:20][CH:21]=2)[NH:16]1.